Dataset: Catalyst prediction with 721,799 reactions and 888 catalyst types from USPTO. Task: Predict which catalyst facilitates the given reaction. (1) Reactant: CS(O[CH2:6][C@@H:7]([NH:14][C:15]([O:17][C:18]([CH3:21])([CH3:20])[CH3:19])=[O:16])[C:8]1[CH:13]=[CH:12][CH:11]=[CH:10][CH:9]=1)(=O)=O.[NH:22]1[CH2:27][CH2:26][O:25][CH2:24][CH2:23]1.C(OCC)C. Product: [N:22]1([CH2:6][C@@H:7]([NH:14][C:15](=[O:16])[O:17][C:18]([CH3:21])([CH3:20])[CH3:19])[C:8]2[CH:13]=[CH:12][CH:11]=[CH:10][CH:9]=2)[CH2:27][CH2:26][O:25][CH2:24][CH2:23]1. The catalyst class is: 1. (2) Reactant: Cl[C:2]1[CH:7]=[CH:6][C:5]([N+:8]([O-:10])=[O:9])=[C:4](OC)[CH:3]=1.[N:13]1[CH:18]=[CH:17][CH:16]=[C:15](B(O)O)[CH:14]=1.[C:22]([O-])([O-])=O.[Na+].[Na+].O. Product: [CH3:22][C:4]1[CH:3]=[C:2]([C:15]2[CH:14]=[N:13][CH:18]=[CH:17][CH:16]=2)[CH:7]=[CH:6][C:5]=1[N+:8]([O-:10])=[O:9]. The catalyst class is: 13. (3) Reactant: [CH2:1]([CH:3]([NH:6][CH2:7][CH2:8][N:9]1[CH:13]=[CH:12][CH:11]=[C:10]1[C:14]([O:16]CC)=O)[CH2:4][CH3:5])[CH3:2].C[Al](C)C. Product: [CH2:4]([CH:3]([N:6]1[CH2:7][CH2:8][N:9]2[CH:13]=[CH:12][CH:11]=[C:10]2[C:14]1=[O:16])[CH2:1][CH3:2])[CH3:5]. The catalyst class is: 11. (4) Product: [CH3:22][S:23]([O:1][CH2:2][C:3]1[CH:8]=[CH:7][C:6]([C:9](=[O:14])[CH2:10][CH:11]([CH3:12])[CH3:13])=[CH:5][N:4]=1)(=[O:25])=[O:24]. The catalyst class is: 4. Reactant: [OH:1][CH2:2][C:3]1[CH:8]=[CH:7][C:6]([C:9](=[O:14])[CH2:10][CH:11]([CH3:13])[CH3:12])=[CH:5][N:4]=1.C(N(CC)CC)C.[CH3:22][S:23](Cl)(=[O:25])=[O:24]. (5) Reactant: [C:1]([O:5][C:6]([N:8]1[C:16]2[C:11](=[CH:12][CH:13]=[C:14]([Cl:17])[CH:15]=2)[CH:10]=[CH:9]1)=[O:7])([CH3:4])([CH3:3])[CH3:2].[B:18](OC(C)C)([O:23]C(C)C)[O:19]C(C)C.C(NC(C)C)(C)C.[Li].Cl. Product: [C:1]([O:5][C:6]([N:8]1[C:16]2[C:11](=[CH:12][CH:13]=[C:14]([Cl:17])[CH:15]=2)[CH:10]=[C:9]1[B:18]([OH:23])[OH:19])=[O:7])([CH3:4])([CH3:2])[CH3:3]. The catalyst class is: 1.